This data is from Catalyst prediction with 721,799 reactions and 888 catalyst types from USPTO. The task is: Predict which catalyst facilitates the given reaction. (1) Reactant: [I:1][C:2]1[CH:3]=[CH:4][C:5]([O:11][CH3:12])=[C:6]([CH:10]=1)[C:7](O)=[O:8].C(Cl)CCl.C1C=[N:21]C2N(O)N=NC=2C=1.[Cl-].[NH4+].CCN(C(C)C)C(C)C. Product: [I:1][C:2]1[CH:3]=[CH:4][C:5]([O:11][CH3:12])=[C:6]([CH:10]=1)[C:7]([NH2:21])=[O:8]. The catalyst class is: 18. (2) Reactant: [CH3:1][N:2]([CH3:6])[CH2:3][CH2:4][NH2:5].[CH3:7][C@@H:8]1[CH2:30][C:29]2[C:31](=[O:32])[C:24](=[C:25]([C:35]3[CH:40]=[CH:39][C:38]([F:41])=[CH:37][CH:36]=3)[C:26]([C:28]=2OC)=[O:27])[NH:23][C:21](=[O:22])[C:20]([CH3:42])=[CH:19][CH:18]=[CH:17][C@H:16]([O:43][CH3:44])[C@@H:15]([O:45][C:46]([NH2:48])=[O:47])[C:14]([CH3:49])=[CH:13][C@H:12]([CH3:50])[C@@H:11]([OH:51])[C@@H:10]([O:52][CH3:53])[CH2:9]1. Product: [C:46](=[O:47])([O:45][C@@H:15]1[C@@H:16]([O:43][CH3:44])[CH:17]=[CH:18][CH:19]=[C:20]([CH3:42])[C:21](=[O:22])[NH:23][C:24]2[C:31](=[O:32])[C:29]([CH2:30][C@@H:8]([CH3:7])[CH2:9][C@H:10]([O:52][CH3:53])[C@H:11]([OH:51])[C@@H:12]([CH3:50])[CH:13]=[C:14]1[CH3:49])=[C:28]([NH:5][CH2:4][CH2:3][N:2]([CH3:6])[CH3:1])[C:26](=[O:27])[C:25]=2[C:35]1[CH:36]=[CH:37][C:38]([F:41])=[CH:39][CH:40]=1)[NH2:48]. The catalyst class is: 1. (3) Reactant: [C:1]([C:3]([CH3:33])([CH3:32])[C@@H:4]([NH:6][C:7]([C:9]1[C:17]2[C:12](=[N:13][CH:14]=[C:15]([C:18]3[CH:19]=[N:20][N:21]([CH3:23])[CH:22]=3)[N:16]=2)[N:11](COCC[Si](C)(C)C)[CH:10]=1)=[O:8])[CH3:5])#[N:2].C(O)(C(F)(F)F)=O. Product: [C:1]([C:3]([CH3:32])([CH3:33])[C@@H:4]([NH:6][C:7]([C:9]1[C:17]2[C:12](=[N:13][CH:14]=[C:15]([C:18]3[CH:19]=[N:20][N:21]([CH3:23])[CH:22]=3)[N:16]=2)[NH:11][CH:10]=1)=[O:8])[CH3:5])#[N:2]. The catalyst class is: 2. (4) Reactant: [N:1]1([C:5]2[C:14]3[C:9](=[CH:10][CH:11]=[C:12]([N+:15]([O-])=O)[CH:13]=3)[N:8]=[C:7]([CH2:18][CH2:19][CH3:20])[CH:6]=2)[CH2:4][CH2:3][CH2:2]1.NN. Product: [N:1]1([C:5]2[C:14]3[C:9](=[CH:10][CH:11]=[C:12]([NH2:15])[CH:13]=3)[N:8]=[C:7]([CH2:18][CH2:19][CH3:20])[CH:6]=2)[CH2:4][CH2:3][CH2:2]1. The catalyst class is: 5. (5) Reactant: [N+:1]([C:4]1[CH:9]=[CH:8][C:7]([CH2:10][CH2:11][N:12]2[CH:16]=[CH:15][CH:14]=[N:13]2)=[CH:6][CH:5]=1)([O-])=O. Product: [NH2:1][C:4]1[CH:9]=[CH:8][C:7]([CH2:10][CH2:11][N:12]2[CH:16]=[CH:15][CH:14]=[N:13]2)=[CH:6][CH:5]=1. The catalyst class is: 349.